Dataset: NCI-60 drug combinations with 297,098 pairs across 59 cell lines. Task: Regression. Given two drug SMILES strings and cell line genomic features, predict the synergy score measuring deviation from expected non-interaction effect. Cell line: RPMI-8226. Drug 1: CC(C)(C#N)C1=CC(=CC(=C1)CN2C=NC=N2)C(C)(C)C#N. Drug 2: CN(C(=O)NC(C=O)C(C(C(CO)O)O)O)N=O. Synergy scores: CSS=2.86, Synergy_ZIP=-2.19, Synergy_Bliss=-1.69, Synergy_Loewe=3.73, Synergy_HSA=-1.19.